This data is from Catalyst prediction with 721,799 reactions and 888 catalyst types from USPTO. The task is: Predict which catalyst facilitates the given reaction. (1) Reactant: [BH4-].[Na+].[CH3:3][S:4]([N:7](S(C)(=O)=O)[C:8]1[CH:17]=[CH:16][C:15]([Br:18])=[CH:14][C:9]=1[C:10]([O:12][CH3:13])=[O:11])(=[O:6])=[O:5].C(=O)([O-])[O-].[Na+].[Na+]. Product: [Br:18][C:15]1[CH:16]=[CH:17][C:8]([NH:7][S:4]([CH3:3])(=[O:6])=[O:5])=[C:9]([CH:14]=1)[C:10]([O:12][CH3:13])=[O:11]. The catalyst class is: 24. (2) Reactant: [C:1]([O:5][C:6](=[O:31])[CH2:7][O:8][C:9]1[C:14]2[CH2:15][CH2:16][CH2:17][CH2:18][CH:19]([NH:20][S:21]([C:24]3[CH:29]=[CH:28][C:27](I)=[CH:26][CH:25]=3)(=[O:23])=[O:22])[C:13]=2[CH:12]=[CH:11][CH:10]=1)([CH3:4])([CH3:3])[CH3:2].[CH:32]([C:35]1[CH:36]=[C:37](B(O)O)[CH:38]=[CH:39][CH:40]=1)([CH3:34])[CH3:33].C([O-])([O-])=O.[K+].[K+]. Product: [C:1]([O:5][C:6](=[O:31])[CH2:7][O:8][C:9]1[C:14]2[CH2:15][CH2:16][CH2:17][CH2:18][CH:19]([NH:20][S:21]([C:24]3[CH:29]=[CH:28][C:27]([C:39]4[CH:38]=[CH:37][CH:36]=[C:35]([CH:32]([CH3:34])[CH3:33])[CH:40]=4)=[CH:26][CH:25]=3)(=[O:23])=[O:22])[C:13]=2[CH:12]=[CH:11][CH:10]=1)([CH3:4])([CH3:3])[CH3:2]. The catalyst class is: 77. (3) Reactant: C[O:2][C:3](=O)[C:4]1[CH:9]=[C:8]([N+:10]([O-:12])=[O:11])[C:7]([C:13]([F:16])([F:15])[F:14])=[CH:6][C:5]=1[N:17]=[C:18]=[O:19].[CH3:21][S:22]([NH:25][NH2:26])(=[O:24])=[O:23].[OH-].[Na+].Cl. Product: [N+:10]([C:8]1[CH:9]=[C:4]2[C:5](=[CH:6][C:7]=1[C:13]([F:16])([F:15])[F:14])[NH:17][C:18](=[O:19])[N:26]([NH:25][S:22]([CH3:21])(=[O:24])=[O:23])[C:3]2=[O:2])([O-:12])=[O:11]. The catalyst class is: 1. (4) Reactant: [C:1]([C:5]1[CH:10]=[CH:9][C:8]([NH:11][C:12](=[O:20])[C:13]2[CH:18]=[CH:17][C:16](Cl)=[N:15][CH:14]=2)=[CH:7][CH:6]=1)([CH3:4])([CH3:3])[CH3:2].[NH:21]1[CH2:31][CH2:30][CH:24]([C:25]([O:27][CH2:28][CH3:29])=[O:26])[CH2:23][CH2:22]1.C(OC(C1CCN(C2C=CC(C(=O)NC3C=CC(C)=C(I)C=3)=CN=2)CC1)=O)C. Product: [CH2:28]([O:27][C:25]([CH:24]1[CH2:30][CH2:31][N:21]([C:16]2[CH:17]=[CH:18][C:13]([C:12](=[O:20])[NH:11][C:8]3[CH:9]=[CH:10][C:5]([C:1]([CH3:4])([CH3:3])[CH3:2])=[CH:6][CH:7]=3)=[CH:14][N:15]=2)[CH2:22][CH2:23]1)=[O:26])[CH3:29]. The catalyst class is: 25. (5) Reactant: [H-].[Na+].[C:3]([C:5]1[CH:6]=[CH:7][C:8]([NH:11][C:12](=[O:19])[C@@H:13]([OH:18])[CH2:14][O:15][CH2:16][CH3:17])=[N:9][CH:10]=1)#[N:4].Cl[C:21]1[C:22]2[N:29]=[N:28][N:27]([C:30]3[CH:35]=[CH:34][CH:33]=[CH:32][C:31]=3[Cl:36])[C:23]=2[N:24]=[CH:25][N:26]=1.C(O)(=O)CC(CC(O)=O)(C(O)=O)O. Product: [Cl:36][C:31]1[CH:32]=[CH:33][CH:34]=[CH:35][C:30]=1[N:27]1[C:23]2[N:24]=[CH:25][N:26]=[C:21]([O:18][C@@H:13]([CH2:14][O:15][CH2:16][CH3:17])[C:12]([NH:11][C:8]3[CH:7]=[CH:6][C:5]([C:3]#[N:4])=[CH:10][N:9]=3)=[O:19])[C:22]=2[N:29]=[N:28]1. The catalyst class is: 1. (6) Reactant: C(=[NH:14])(C1C=CC=CC=1)C1C=CC=CC=1.Br[C:16]1[C:17](=[O:24])[N:18]([CH3:23])[CH:19]=[C:20]([Br:22])[CH:21]=1.C1C=CC(P(C2C(C3C(P(C4C=CC=CC=4)C4C=CC=CC=4)=CC=C4C=3C=CC=C4)=C3C(C=CC=C3)=CC=2)C2C=CC=CC=2)=CC=1.C([O-])([O-])=O.[Cs+].[Cs+]. Product: [NH2:14][C:16]1[C:17](=[O:24])[N:18]([CH3:23])[CH:19]=[C:20]([Br:22])[CH:21]=1. The catalyst class is: 231. (7) Reactant: [F:1][C:2]1[CH:3]=[C:4]([C:8]2[CH:12]=[C:11]([C:13]([O:15]C)=O)[O:10][N:9]=2)[CH:5]=[CH:6][CH:7]=1.FC1C=C(C2C=C(C(O)=O)ON=2)C=CC=1.S(Cl)(Cl)=O.[NH2:36][NH2:37]. Product: [F:1][C:2]1[CH:3]=[C:4]([C:8]2[CH:12]=[C:11]([C:13]([NH:36][NH2:37])=[O:15])[O:10][N:9]=2)[CH:5]=[CH:6][CH:7]=1. The catalyst class is: 5.